From a dataset of Forward reaction prediction with 1.9M reactions from USPTO patents (1976-2016). Predict the product of the given reaction. (1) The product is: [CH3:9][S:10]([C:4]1[CH:5]=[CH:6][C:1]([O:7][CH3:8])=[CH:2][CH:3]=1)(=[O:12])=[O:11]. Given the reactants [C:1]1([O:7][CH3:8])[CH:6]=[CH:5][CH:4]=[CH:3][CH:2]=1.[CH3:9][S:10](O[S:10]([CH3:9])(=[O:12])=[O:11])(=[O:12])=[O:11].O, predict the reaction product. (2) Given the reactants C(OC([N:8]1[CH2:13][CH2:12][N:11](C(OC(C)(C)C)=O)[CH2:10][C@@H:9]1[CH:21]([F:28])[C:22]1[CH:27]=[CH:26][CH:25]=[CH:24][CH:23]=1)=O)(C)(C)C.O1CCOCC1, predict the reaction product. The product is: [F:28][CH:21]([C:22]1[CH:23]=[CH:24][CH:25]=[CH:26][CH:27]=1)[C@H:9]1[CH2:10][NH:11][CH2:12][CH2:13][NH:8]1. (3) Given the reactants [Cl:1][C:2]1[CH:39]=[CH:38][CH:37]=[C:36]([C:40]([F:43])([F:42])[F:41])[C:3]=1[C:4]([N:6]1[C:14]2[C:9](=[CH:10][CH:11]=[C:12]([C:15]#[C:16][CH2:17][O:18]C3CCCCO3)[CH:13]=2)[C:8]([C:25]2[CH:34]=[CH:33][C:28]([C:29]([O:31][CH3:32])=[O:30])=[CH:27][C:26]=2[F:35])=[N:7]1)=[O:5].CC1C=CC(S(O)(=O)=O)=CC=1, predict the reaction product. The product is: [Cl:1][C:2]1[CH:39]=[CH:38][CH:37]=[C:36]([C:40]([F:42])([F:43])[F:41])[C:3]=1[C:4]([N:6]1[C:14]2[C:9](=[CH:10][CH:11]=[C:12]([C:15]#[C:16][CH2:17][OH:18])[CH:13]=2)[C:8]([C:25]2[CH:34]=[CH:33][C:28]([C:29]([O:31][CH3:32])=[O:30])=[CH:27][C:26]=2[F:35])=[N:7]1)=[O:5]. (4) Given the reactants [NH2:1][C:2]1[CH:10]=[CH:9][C:8]([Br:11])=[CH:7][C:3]=1[C:4]([OH:6])=[O:5].Cl[C:13](Cl)([O:15]C(=O)OC(Cl)(Cl)Cl)Cl.N1C=CC=CC=1, predict the reaction product. The product is: [Br:11][C:8]1[CH:9]=[CH:10][C:2]2[NH:1][C:13](=[O:15])[O:5][C:4](=[O:6])[C:3]=2[CH:7]=1. (5) Given the reactants [F:1][C:2]1[CH:3]=[C:4]([CH2:20][OH:21])[CH:5]=[C:6]([F:19])[C:7]=1[O:8][C:9]1[CH:14]=[CH:13][N:12]=[C:11]([C:15]([F:18])([F:17])[F:16])[CH:10]=1.C(OC([N:29]1[C:37]2[N:32]([C:33](=[O:39])[N:34]=[C:35](Cl)[CH:36]=2)[CH2:31][C:30]1([CH3:41])[CH3:40])=O)(C)(C)C, predict the reaction product. The product is: [F:1][C:2]1[CH:3]=[C:4]([CH:5]=[C:6]([F:19])[C:7]=1[O:8][C:9]1[CH:14]=[CH:13][N:12]=[C:11]([C:15]([F:16])([F:17])[F:18])[CH:10]=1)[CH2:20][O:21][C:35]1[CH:36]=[C:37]2[NH:29][C:30]([CH3:41])([CH3:40])[CH2:31][N:32]2[C:33](=[O:39])[N:34]=1. (6) Given the reactants Br[C:2]1[CH:3]=[C:4]([N:8]2[C:16]3[CH:15]=[CH:14][C:13]([CH3:17])=[CH:12][C:11]=3[C:10]3[CH2:18][N:19]([CH3:22])[CH2:20][CH2:21][C:9]2=3)[CH:5]=[CH:6][CH:7]=1.[NH:23]1[C:27]2[CH:28]=[CH:29][C:30](B3OC(C)(C)C(C)(C)O3)=[CH:31][C:26]=2[N:25]=[CH:24]1.C([O-])([O-])=O.[K+].[K+].O, predict the reaction product. The product is: [NH:23]1[C:27]2[CH:28]=[CH:29][C:30]([C:2]3[CH:3]=[C:4]([N:8]4[C:16]5[CH:15]=[CH:14][C:13]([CH3:17])=[CH:12][C:11]=5[C:10]5[CH2:18][N:19]([CH3:22])[CH2:20][CH2:21][C:9]4=5)[CH:5]=[CH:6][CH:7]=3)=[CH:31][C:26]=2[N:25]=[CH:24]1. (7) Given the reactants [CH3:1][C@@H:2]1[NH:7][CH2:6][CH2:5][N:4]([S:8]([C:11]2[CH:16]=[CH:15][C:14]([C:17]([F:20])([F:19])[F:18])=[CH:13][CH:12]=2)(=[O:10])=[O:9])[CH2:3]1.[CH3:21][C:22]1[CH:27]=[C:26]([C:28]([OH:30])=[O:29])[CH:25]=[CH:24][N:23]=1.C1C=CC2N(O)N=NC=2C=1.O.CN(C(ON1N=NC2C=CC=CC1=2)=[N+](C)C)C.F[P-](F)(F)(F)(F)F.CCN(C(C)C)C(C)C, predict the reaction product. The product is: [CH:28]([OH:30])=[O:29].[CH3:1][C@H:2]1[CH2:3][N:4]([S:8]([C:11]2[CH:12]=[CH:13][C:14]([C:17]([F:20])([F:18])[F:19])=[CH:15][CH:16]=2)(=[O:9])=[O:10])[CH2:5][CH2:6][N:7]1[C:28]([C:26]1[CH:25]=[CH:24][N:23]=[C:22]([CH3:21])[CH:27]=1)=[O:29].